Dataset: Catalyst prediction with 721,799 reactions and 888 catalyst types from USPTO. Task: Predict which catalyst facilitates the given reaction. Reactant: [Br:1][C:2]1[C:3]([NH2:9])=[N:4][CH:5]=[N:6][C:7]=1Cl.Cl.[N:11]1([CH2:15][CH2:16][N:17]2[CH:21]=[C:20]([C:22]3[CH:27]=[CH:26][N:25]=[C:24]([C:28]([F:31])([F:30])[F:29])[CH:23]=3)[N:19]=[C:18]2[CH:32]2[CH2:37][CH2:36][NH:35][CH2:34][CH2:33]2)[CH2:14][CH2:13][CH2:12]1.C(N(C(C)C)C(C)C)C. Product: [N:11]1([CH2:15][CH2:16][N:17]2[CH:21]=[C:20]([C:22]3[CH:27]=[CH:26][N:25]=[C:24]([C:28]([F:31])([F:29])[F:30])[CH:23]=3)[N:19]=[C:18]2[CH:32]2[CH2:33][CH2:34][N:35]([C:7]3[N:6]=[CH:5][N:4]=[C:3]([NH2:9])[C:2]=3[Br:1])[CH2:36][CH2:37]2)[CH2:12][CH2:13][CH2:14]1. The catalyst class is: 10.